From a dataset of NCI-60 drug combinations with 297,098 pairs across 59 cell lines. Regression. Given two drug SMILES strings and cell line genomic features, predict the synergy score measuring deviation from expected non-interaction effect. (1) Drug 2: C1=CC(=CC=C1CCCC(=O)O)N(CCCl)CCCl. Synergy scores: CSS=23.1, Synergy_ZIP=-1.33, Synergy_Bliss=-1.26, Synergy_Loewe=-0.966, Synergy_HSA=0.724. Cell line: NCI-H522. Drug 1: C1CC(=O)NC(=O)C1N2CC3=C(C2=O)C=CC=C3N. (2) Drug 1: CNC(=O)C1=CC=CC=C1SC2=CC3=C(C=C2)C(=NN3)C=CC4=CC=CC=N4. Drug 2: CCCCC(=O)OCC(=O)C1(CC(C2=C(C1)C(=C3C(=C2O)C(=O)C4=C(C3=O)C=CC=C4OC)O)OC5CC(C(C(O5)C)O)NC(=O)C(F)(F)F)O. Cell line: NCI-H522. Synergy scores: CSS=9.48, Synergy_ZIP=-1.55, Synergy_Bliss=0.202, Synergy_Loewe=-0.788, Synergy_HSA=-0.310.